From a dataset of Reaction yield outcomes from USPTO patents with 853,638 reactions. Predict the reaction yield, written as a fraction of the theoretical maximum amount of product (1.0 means a 100% yield; for example, 0.34 means a 34% yield). The reactants are [C:1]([C:3]([C:11]1[CH:16]=[CH:15][CH:14]=[CH:13][N:12]=1)([CH3:10])[CH2:4][CH2:5][C:6](OC)=[O:7])#[N:2]. The catalyst is C(O)C.[Ni]. The product is [CH3:10][C:3]1([C:11]2[CH:16]=[CH:15][CH:14]=[CH:13][N:12]=2)[CH2:1][NH:2][C:6](=[O:7])[CH2:5][CH2:4]1. The yield is 0.0510.